The task is: Regression. Given two drug SMILES strings and cell line genomic features, predict the synergy score measuring deviation from expected non-interaction effect.. This data is from NCI-60 drug combinations with 297,098 pairs across 59 cell lines. (1) Drug 1: C1CCN(CC1)CCOC2=CC=C(C=C2)C(=O)C3=C(SC4=C3C=CC(=C4)O)C5=CC=C(C=C5)O. Drug 2: C1=NC2=C(N=C(N=C2N1C3C(C(C(O3)CO)O)F)Cl)N. Cell line: COLO 205. Synergy scores: CSS=30.5, Synergy_ZIP=-0.836, Synergy_Bliss=-1.83, Synergy_Loewe=-24.5, Synergy_HSA=-6.21. (2) Drug 1: COC1=CC(=CC(=C1O)OC)C2C3C(COC3=O)C(C4=CC5=C(C=C24)OCO5)OC6C(C(C7C(O6)COC(O7)C8=CC=CS8)O)O. Drug 2: CS(=O)(=O)CCNCC1=CC=C(O1)C2=CC3=C(C=C2)N=CN=C3NC4=CC(=C(C=C4)OCC5=CC(=CC=C5)F)Cl. Cell line: U251. Synergy scores: CSS=50.9, Synergy_ZIP=7.71, Synergy_Bliss=7.86, Synergy_Loewe=-15.9, Synergy_HSA=8.26. (3) Drug 1: C1CN(CCN1C(=O)CCBr)C(=O)CCBr. Drug 2: CS(=O)(=O)OCCCCOS(=O)(=O)C. Cell line: KM12. Synergy scores: CSS=24.0, Synergy_ZIP=-5.28, Synergy_Bliss=-0.103, Synergy_Loewe=-2.03, Synergy_HSA=-3.15. (4) Drug 1: CC1=C2C(C(=O)C3(C(CC4C(C3C(C(C2(C)C)(CC1OC(=O)C(C(C5=CC=CC=C5)NC(=O)C6=CC=CC=C6)O)O)OC(=O)C7=CC=CC=C7)(CO4)OC(=O)C)O)C)OC(=O)C. Drug 2: CC(C)(C#N)C1=CC(=CC(=C1)CN2C=NC=N2)C(C)(C)C#N. Cell line: CAKI-1. Synergy scores: CSS=-2.26, Synergy_ZIP=1.59, Synergy_Bliss=0.945, Synergy_Loewe=-0.461, Synergy_HSA=-0.650. (5) Drug 1: C1CCC(C1)C(CC#N)N2C=C(C=N2)C3=C4C=CNC4=NC=N3. Drug 2: CCC1(C2=C(COC1=O)C(=O)N3CC4=CC5=C(C=CC(=C5CN(C)C)O)N=C4C3=C2)O.Cl. Cell line: UACC62. Synergy scores: CSS=7.56, Synergy_ZIP=-5.58, Synergy_Bliss=-3.86, Synergy_Loewe=-45.9, Synergy_HSA=-11.9. (6) Drug 1: CC1=C2C(C(=O)C3(C(CC4C(C3C(C(C2(C)C)(CC1OC(=O)C(C(C5=CC=CC=C5)NC(=O)OC(C)(C)C)O)O)OC(=O)C6=CC=CC=C6)(CO4)OC(=O)C)OC)C)OC. Drug 2: COC1=C(C=C2C(=C1)N=CN=C2NC3=CC(=C(C=C3)F)Cl)OCCCN4CCOCC4. Cell line: OVCAR3. Synergy scores: CSS=70.0, Synergy_ZIP=4.14, Synergy_Bliss=3.44, Synergy_Loewe=7.96, Synergy_HSA=9.70. (7) Drug 1: C#CCC(CC1=CN=C2C(=N1)C(=NC(=N2)N)N)C3=CC=C(C=C3)C(=O)NC(CCC(=O)O)C(=O)O. Drug 2: CC(C)NC(=O)C1=CC=C(C=C1)CNNC.Cl. Cell line: NCI-H322M. Synergy scores: CSS=0.899, Synergy_ZIP=-1.18, Synergy_Bliss=-3.98, Synergy_Loewe=-0.393, Synergy_HSA=-3.18. (8) Drug 1: CC1C(C(CC(O1)OC2CC(CC3=C2C(=C4C(=C3O)C(=O)C5=C(C4=O)C(=CC=C5)OC)O)(C(=O)C)O)N)O.Cl. Drug 2: CC1=CC=C(C=C1)C2=CC(=NN2C3=CC=C(C=C3)S(=O)(=O)N)C(F)(F)F. Cell line: HS 578T. Synergy scores: CSS=19.2, Synergy_ZIP=-1.44, Synergy_Bliss=8.79, Synergy_Loewe=-0.653, Synergy_HSA=6.83.